Dataset: Reaction yield outcomes from USPTO patents with 853,638 reactions. Task: Predict the reaction yield, written as a fraction of the theoretical maximum amount of product (1.0 means a 100% yield; for example, 0.34 means a 34% yield). (1) The reactants are [CH2:1]([O:8][C:9]1[CH:10]=[C:11]([CH2:15][CH2:16][NH:17][CH:18]2[CH2:22][CH2:21][O:20][CH2:19]2)[CH:12]=[CH:13][CH:14]=1)[C:2]1[CH:7]=[CH:6][CH:5]=[CH:4][CH:3]=1.C(N(CC)CC)C.Cl[CH2:31][C:32]([N:34]([CH3:36])[CH3:35])=[O:33]. The catalyst is CN(C)C=O. The product is [CH2:1]([O:8][C:9]1[CH:10]=[C:11]([CH2:15][CH2:16][N:17]([CH:18]2[CH2:22][CH2:21][O:20][CH2:19]2)[CH2:31][C:32]([N:34]([CH3:36])[CH3:35])=[O:33])[CH:12]=[CH:13][CH:14]=1)[C:2]1[CH:7]=[CH:6][CH:5]=[CH:4][CH:3]=1. The yield is 0.590. (2) The reactants are [CH2:1]([O:3][C:4]([C:6]1[CH:7]=[N:8][N:9]2[C:14]([OH:15])=[C:13]([C:16]([OH:18])=O)[CH:12]=[N:11][C:10]=12)=[O:5])[CH3:2].Cl.[NH:20]1[CH2:25][CH2:24][C:23]2([C:33]3[C:28](=[CH:29][CH:30]=[CH:31][CH:32]=3)[CH2:27][CH2:26]2)[CH2:22][CH2:21]1. No catalyst specified. The product is [CH2:1]([O:3][C:4]([C:6]1[CH:7]=[N:8][N:9]2[C:14]([OH:15])=[C:13]([C:16]([N:20]3[CH2:25][CH2:24][C:23]4([C:33]5[C:28](=[CH:29][CH:30]=[CH:31][CH:32]=5)[CH2:27][CH2:26]4)[CH2:22][CH2:21]3)=[O:18])[CH:12]=[N:11][C:10]=12)=[O:5])[CH3:2]. The yield is 0.640. (3) The reactants are [NH:1]1[C:9]2[C:4](=[CH:5][CH:6]=[CH:7][N:8]=2)[CH:3]=[CH:2]1.[Cl:10][C:11]1[CH:28]=[CH:27][C:14]([CH2:15][O:16][C:17]2[CH:24]=[CH:23][C:20]([CH:21]=[O:22])=[CH:19][C:18]=2[O:25][CH3:26])=[CH:13][CH:12]=1.[CH3:29]O.[OH-].[K+]. The catalyst is C(OCC)(=O)C.O. The product is [Cl:10][C:11]1[CH:28]=[CH:27][C:14]([CH2:15][O:16][C:17]2[CH:24]=[CH:23][C:20]([CH:21]([O:22][CH3:29])[C:3]3[C:4]4[C:9](=[N:8][CH:7]=[CH:6][CH:5]=4)[NH:1][CH:2]=3)=[CH:19][C:18]=2[O:25][CH3:26])=[CH:13][CH:12]=1. The yield is 0.740. (4) The reactants are Cl[C:2]1[C:7]([C:8]([F:11])([F:10])[F:9])=[CH:6][N:5]=[C:4]([NH:12][C:13]2[CH:18]=[CH:17][C:16]([CH:19]3[CH2:24][CH2:23][N:22]([C:25]([O:27][C:28]([CH3:31])([CH3:30])[CH3:29])=[O:26])[CH2:21][CH2:20]3)=[CH:15][CH:14]=2)[N:3]=1.F[B-](F)(F)F.[C:37]([C:39]1[CH:44]=[CH:43][CH:42]=[CH:41][C:40]=1[C:45]1([C:48]([O:50][CH3:51])=[O:49])[CH2:47][CH2:46]1)#[CH:38].CCN(CC)CC. The catalyst is CN(C=O)C.Cl[Pd](Cl)([P](C1C=CC=CC=1)(C1C=CC=CC=1)C1C=CC=CC=1)[P](C1C=CC=CC=1)(C1C=CC=CC=1)C1C=CC=CC=1.[Cu]I. The product is [CH3:51][O:50][C:48]([C:45]1([C:40]2[CH:41]=[CH:42][CH:43]=[CH:44][C:39]=2[C:37]#[C:38][C:2]2[C:7]([C:8]([F:11])([F:10])[F:9])=[CH:6][N:5]=[C:4]([NH:12][C:13]3[CH:18]=[CH:17][C:16]([CH:19]4[CH2:24][CH2:23][N:22]([C:25]([O:27][C:28]([CH3:31])([CH3:30])[CH3:29])=[O:26])[CH2:21][CH2:20]4)=[CH:15][CH:14]=3)[N:3]=2)[CH2:47][CH2:46]1)=[O:49]. The yield is 0.860. (5) The reactants are [Br:1]Br.[NH2:3][C:4]1[C:13]([N+:14]([O-:16])=[O:15])=[C:12]2[C:7]([C:8]([CH3:20])([CH3:19])[C:9](=O)[NH:10][C:11]2=O)=[CH:6][CH:5]=1. The catalyst is CC(O)=O. The product is [NH2:3][C:4]1[C:13]([N+:14]([O-:16])=[O:15])=[C:12]2[C:7]([C:8]([CH3:20])([CH3:19])[CH2:9][N:10]=[CH:11]2)=[CH:6][C:5]=1[Br:1]. The yield is 0.990. (6) The reactants are [CH2:1]([C@H:3]1[N:12]([CH:13]([CH3:15])[CH3:14])[C:11]2[N:10]=[C:9]([NH:16][C:17]3[CH:18]=[CH:19][C:20]([C:26](O)=[O:27])=[C:21]4[C:25]=3[O:24][CH2:23][CH2:22]4)[N:8]=[CH:7][C:6]=2[N:5]([CH3:29])[C:4]1=[O:30])[CH3:2].F[B-](F)(F)F.N1(OC(N(C)C)=[N+](C)C)C2C=CC=CC=2N=N1.C(N(C(C)C)CC)(C)C.[NH2:62][CH2:63][C@H:64]([OH:73])[CH2:65][N:66]1[CH2:71][CH2:70][N:69]([CH3:72])[CH2:68][CH2:67]1.C(=O)([O-])[O-].[Na+].[Na+]. The catalyst is ClCCl. The product is [CH2:1]([C@H:3]1[N:12]([CH:13]([CH3:14])[CH3:15])[C:11]2[N:10]=[C:9]([NH:16][C:17]3[CH:18]=[CH:19][C:20]([C:26]([NH:62][CH2:63][C@H:64]([OH:73])[CH2:65][N:66]4[CH2:67][CH2:68][N:69]([CH3:72])[CH2:70][CH2:71]4)=[O:27])=[C:21]4[C:25]=3[O:24][CH2:23][CH2:22]4)[N:8]=[CH:7][C:6]=2[N:5]([CH3:29])[C:4]1=[O:30])[CH3:2]. The yield is 0.200. (7) The reactants are [N+:1]([C:4]1[CH:13]=[CH:12][C:7]2=[N:8][S:9][C:10](N)=[C:6]2[CH:5]=1)([O-:3])=[O:2].N(OCCC(C)C)=O. The catalyst is O1CCOCC1. The product is [N+:1]([C:4]1[CH:13]=[CH:12][C:7]2=[N:8][S:9][CH:10]=[C:6]2[CH:5]=1)([O-:3])=[O:2]. The yield is 0.800.